Predict the product of the given reaction. From a dataset of Forward reaction prediction with 1.9M reactions from USPTO patents (1976-2016). (1) Given the reactants [CH2:1]([N:8]1CCC(N)C1)[C:2]1[CH:7]=[CH:6][CH:5]=[CH:4][CH:3]=1.C([O:21]C1(OC)C=CC(C(O)=O)=CC1OC)C1C=CC=CC=1.C(NC(C)C)(C)C.C[NH3+].F[P-](F)(F)(F)(F)F.N1(OC(N(C)C)=[N+](C)C)C2N=CC=CC=2N=N1.F[P-](F)(F)(F)(F)F, predict the reaction product. The product is: [C:1]([NH2:8])(=[O:21])[C:2]1[CH:7]=[CH:6][CH:5]=[CH:4][CH:3]=1. (2) Given the reactants [Cl:1][C:2]1[CH:7]=[CH:6][C:5]([C:8]([F:11])([F:10])[F:9])=[CH:4][C:3]=1[N:12]1[CH2:17][CH2:16][NH:15][CH2:14][CH2:13]1.I[CH2:19][CH2:20][CH3:21], predict the reaction product. The product is: [Cl:1][C:2]1[CH:7]=[CH:6][C:5]([C:8]([F:9])([F:10])[F:11])=[CH:4][C:3]=1[N:12]1[CH2:17][CH2:16][N:15]([CH2:19][CH2:20][CH3:21])[CH2:14][CH2:13]1. (3) Given the reactants [CH3:1][C:2]([CH3:15])([C:13]#[CH:14])[C:3]([O:5][CH2:6][C:7]1[CH:12]=[CH:11][CH:10]=[CH:9][CH:8]=1)=[O:4].[NH2:16][C:17]1[N:22]=[C:21]([N:23]2[C:31]3[C:26](=[CH:27][CH:28]=[C:29](I)[CH:30]=3)[C:25]([CH2:34][OH:35])([CH3:33])[CH2:24]2)[C:20]([Cl:36])=[CH:19][N:18]=1, predict the reaction product. The product is: [NH2:16][C:17]1[N:22]=[C:21]([N:23]2[C:31]3[C:26](=[CH:27][CH:28]=[C:29]([C:14]#[C:13][C:2]([CH3:15])([CH3:1])[C:3]([O:5][CH2:6][C:7]4[CH:12]=[CH:11][CH:10]=[CH:9][CH:8]=4)=[O:4])[CH:30]=3)[C@@:25]([CH2:34][OH:35])([CH3:33])[CH2:24]2)[C:20]([Cl:36])=[CH:19][N:18]=1. (4) Given the reactants C(=[N:14][C:15]1[CH:16]=[C:17]([C@@:21]2([CH3:30])[NH:26][C:25](=[S:27])[C:24]([CH3:29])([CH3:28])[O:23][CH2:22]2)[CH:18]=[CH:19][CH:20]=1)(C1C=CC=CC=1)C1C=CC=CC=1.Cl, predict the reaction product. The product is: [NH2:14][C:15]1[CH:16]=[C:17]([C@@:21]2([CH3:30])[NH:26][C:25](=[S:27])[C:24]([CH3:29])([CH3:28])[O:23][CH2:22]2)[CH:18]=[CH:19][CH:20]=1. (5) The product is: [CH2:1]([N:8]1[CH:12]=[CH:11][C:10]([C:13]#[N:14])=[C:9]1[C:15]([OH:17])=[O:16])[C:2]1[CH:3]=[CH:4][CH:5]=[CH:6][CH:7]=1. Given the reactants [CH2:1]([N:8]1[CH:12]=[CH:11][C:10]([C:13]#[N:14])=[C:9]1[C:15]([O:17]CC)=[O:16])[C:2]1[CH:7]=[CH:6][CH:5]=[CH:4][CH:3]=1.[Li+].[OH-].Cl, predict the reaction product.